Dataset: Reaction yield outcomes from USPTO patents with 853,638 reactions. Task: Predict the reaction yield, written as a fraction of the theoretical maximum amount of product (1.0 means a 100% yield; for example, 0.34 means a 34% yield). (1) The reactants are [Cl-].[Al+3].[Cl-].[Cl-].[CH2:5]([C:7]1[CH:12]=[CH:11][C:10]([O:13]C)=[CH:9][CH:8]=1)[CH3:6].[C:15](Cl)(=[O:19])[CH:16]([CH3:18])[CH3:17]. The catalyst is C(Cl)Cl.C1(C)C=CC=CC=1. The product is [CH2:5]([C:7]1[CH:8]=[CH:9][C:10]([OH:13])=[C:11]([C:15](=[O:19])[CH:16]([CH3:18])[CH3:17])[CH:12]=1)[CH3:6]. The yield is 0.830. (2) The reactants are [N+:1]([C:4]1[CH:8]=[CH:7][N:6]([C:9]2[CH:14]=[CH:13][CH:12]=[C:11]([C:15]([F:18])([F:17])[F:16])[CH:10]=2)[N:5]=1)([O-])=O. The catalyst is CO.[Pd]. The product is [F:18][C:15]([F:16])([F:17])[C:11]1[CH:10]=[C:9]([N:6]2[CH:7]=[CH:8][C:4]([NH2:1])=[N:5]2)[CH:14]=[CH:13][CH:12]=1. The yield is 0.970. (3) The reactants are [C:1]([O:5][C:6]([N:8]([C:34]([O:36][C:37]([CH3:40])([CH3:39])[CH3:38])=[O:35])[C:9]1[CH:14]=[C:13]([CH2:15][C@H:16]2[C:19](=[O:20])[NH:18][C@@H:17]2[C:21]([NH:23][S:24]([C:27]2[CH:32]=[CH:31][C:30]([F:33])=[CH:29][CH:28]=2)(=[O:26])=[O:25])=[O:22])[CH:12]=[CH:11][N:10]=1)=[O:7])([CH3:4])([CH3:3])[CH3:2].[CH2:41]1COCC1.[Si](C=[N+]=[N-])(C)(C)C.C(OCC)(=O)C. The catalyst is CO. The product is [C:1]([O:5][C:6]([N:8]([C:34]([O:36][C:37]([CH3:40])([CH3:39])[CH3:38])=[O:35])[C:9]1[CH:14]=[C:13]([CH2:15][C@H:16]2[C:19](=[O:20])[NH:18][C@@H:17]2[C:21]([N:23]([S:24]([C:27]2[CH:28]=[CH:29][C:30]([F:33])=[CH:31][CH:32]=2)(=[O:26])=[O:25])[CH3:41])=[O:22])[CH:12]=[CH:11][N:10]=1)=[O:7])([CH3:3])([CH3:4])[CH3:2]. The yield is 0.650. (4) The reactants are [CH3:1][O:2][C:3]([NH:5][C@H:6]([C:10]([N:12]1[CH2:16][C@@H:15]([CH2:17][O:18][CH3:19])[CH2:14][C@H:13]1[C:20]1[NH:24][C:23]2[C:25]3[C:30]([CH:31]=[CH:32][C:22]=2[N:21]=1)=[CH:29][C:28]1[C:33]2[C:38]([CH2:39][O:40][C:27]=1[CH:26]=3)=[CH:37][C:36]([C:41]1[NH:45][C:44]([C@@H:46]3[CH2:50][CH2:49][CH2:48][N:47]3C(OC(C)(C)C)=O)=[N:43][CH:42]=1)=[CH:35][CH:34]=2)=[O:11])[CH:7]([CH3:9])C)=[O:4].Cl.[CH3:59][O:60][C:61]([NH:63][C@H:64]([C:68]1[CH:73]=[CH:72][CH:71]=[CH:70][CH:69]=1)[C:65]([OH:67])=O)=[O:62].CCN(C(C)C)C(C)C.C[CH2:84][O:85]C(C(C#N)=NOC(N1CCOCC1)=[N+](C)C)=O.F[P-](F)(F)(F)(F)F. The catalyst is C(Cl)Cl.CO.CN(C=O)C.[Li+].[OH-]. The product is [CH3:1][O:2][C:3]([NH:5][C@@H:6]([CH:7]([O:85][CH3:84])[CH3:9])[C:10]([N:12]1[CH2:16][C@@H:15]([CH2:17][O:18][CH3:19])[CH2:14][C@H:13]1[C:20]1[NH:24][C:23]2[C:25]3[C:30]([CH:31]=[CH:32][C:22]=2[N:21]=1)=[CH:29][C:28]1[C:33]2[C:38]([CH2:39][O:40][C:27]=1[CH:26]=3)=[CH:37][C:36]([C:41]1[NH:45][C:44]([C@@H:46]3[CH2:50][CH2:49][CH2:48][N:47]3[C:65](=[O:67])[C@H:64]([NH:63][C:61](=[O:62])[O:60][CH3:59])[C:68]3[CH:73]=[CH:72][CH:71]=[CH:70][CH:69]=3)=[N:43][CH:42]=1)=[CH:35][CH:34]=2)=[O:11])=[O:4]. The yield is 0.610. (5) The reactants are [CH:1]([N:4]1[C:8]([C:9]2[N:18]=[C:17]3[N:11]([CH2:12][CH2:13][O:14][C:15]4[CH:22]=[C:21]([OH:23])[CH:20]=[CH:19][C:16]=43)[CH:10]=2)=[N:7][CH:6]=[N:5]1)([CH3:3])[CH3:2].[C:24]([O:29][C:30]([CH3:33])([CH3:32])[CH3:31])(=[O:28])[C@@H:25]([CH3:27])O.CO. The catalyst is C(Cl)Cl. The product is [C:30]([O:29][C:24](=[O:28])[C@@H:25]([O:23][C:21]1[CH:20]=[CH:19][C:16]2[C:17]3[N:11]([CH2:12][CH2:13][O:14][C:15]=2[CH:22]=1)[CH:10]=[C:9]([C:8]1[N:4]([CH:1]([CH3:3])[CH3:2])[N:5]=[CH:6][N:7]=1)[N:18]=3)[CH3:27])([CH3:33])([CH3:32])[CH3:31]. The yield is 0.620. (6) The product is [NH:8]1[CH2:13][CH2:12][CH:11]([CH2:14][O:15][C:16]2[CH:17]=[C:18]([O:23][S:24]([C:27]3[CH:32]=[CH:31][CH:30]=[CH:29][C:28]=3[Cl:33])(=[O:25])=[O:26])[CH:19]=[C:20]([CH3:22])[CH:21]=2)[CH2:10][CH2:9]1. The catalyst is O1CCOCC1. The reactants are C(OC([N:8]1[CH2:13][CH2:12][CH:11]([CH2:14][O:15][C:16]2[CH:17]=[C:18]([O:23][S:24]([C:27]3[CH:32]=[CH:31][CH:30]=[CH:29][C:28]=3[Cl:33])(=[O:26])=[O:25])[CH:19]=[C:20]([CH3:22])[CH:21]=2)[CH2:10][CH2:9]1)=O)(C)(C)C.Cl. The yield is 0.950.